From a dataset of Forward reaction prediction with 1.9M reactions from USPTO patents (1976-2016). Predict the product of the given reaction. (1) Given the reactants [NH:1]1[C:9]2[C:4](=[CH:5][CH:6]=[CH:7][CH:8]=2)[C:3]2([C:13]3=[CH:14][C:15]4[O:19][CH2:18][O:17][C:16]=4[CH:20]=[C:12]3[O:11][CH2:10]2)[C:2]1=[O:21].BrC1C=CC=C2C=1C1(C3=CC4OCOC=4C=C3OC1)C(=O)N2.Cl[CH2:45][C:46]1[O:47][C:48]([C:51]2[CH:56]=[CH:55][CH:54]=[C:53]([Cl:57])[CH:52]=2)=[CH:49][CH:50]=1.BrCC1OC(C(F)(F)F)=CC=1, predict the reaction product. The product is: [Cl:57][C:53]1[CH:52]=[C:51]([C:48]2[O:47][C:46]([CH2:45][N:1]3[C:9]4[C:4](=[CH:5][CH:6]=[CH:7][CH:8]=4)[C:3]4([C:13]5=[CH:14][C:15]6[O:19][CH2:18][O:17][C:16]=6[CH:20]=[C:12]5[O:11][CH2:10]4)[C:2]3=[O:21])=[CH:50][CH:49]=2)[CH:56]=[CH:55][CH:54]=1. (2) Given the reactants [Cl:1][C:2]1[CH:3]=[C:4]2[C:9](=[C:10](I)[CH:11]=1)[O:8][CH:7]([C:13]([F:16])([F:15])[F:14])[C:6]([C:17]([O:19][CH2:20][CH3:21])=[O:18])=[CH:5]2.[CH3:22][C:23]([C:25]#[CH:26])=[CH2:24].O.CCOC(C)=O, predict the reaction product. The product is: [Cl:1][C:2]1[CH:3]=[C:4]2[C:9](=[C:10]([C:26]#[C:25][C:23]([CH3:24])=[CH2:22])[CH:11]=1)[O:8][CH:7]([C:13]([F:16])([F:15])[F:14])[C:6]([C:17]([O:19][CH2:20][CH3:21])=[O:18])=[CH:5]2. (3) Given the reactants Br[C:2]1[C:11]2[C:6](=[C:7]([C:12]3[C:17]([CH3:18])=[CH:16][C:15]([CH3:19])=[CH:14][C:13]=3[CH3:20])[CH:8]=[CH:9][CH:10]=2)[N:5]=[C:4]([CH3:21])[CH:3]=1.[CH2:22]([NH2:25])[CH2:23][NH2:24], predict the reaction product. The product is: [NH2:24][CH2:23][CH2:22][NH:25][C:2]1[C:11]2[C:6](=[C:7]([C:12]3[C:17]([CH3:18])=[CH:16][C:15]([CH3:19])=[CH:14][C:13]=3[CH3:20])[CH:8]=[CH:9][CH:10]=2)[N:5]=[C:4]([CH3:21])[CH:3]=1. (4) Given the reactants [Br:1][C:2]1[CH:3]=[C:4]([N+:9]([O-:11])=[O:10])[C:5]([OH:8])=[N:6][CH:7]=1.[CH3:12]N(C=O)C.C(=O)([O-])[O-].[K+].[K+].CI, predict the reaction product. The product is: [Br:1][C:2]1[CH:3]=[C:4]([N+:9]([O-:11])=[O:10])[C:5](=[O:8])[N:6]([CH3:12])[CH:7]=1. (5) Given the reactants [CH3:1][C:2]([S:7][C:8]1[S:12][C:11]([NH:13][C:14]([N:16]([C@H:25]2[CH2:30][CH2:29][C@H:28]([CH3:31])[CH2:27][CH2:26]2)[CH2:17][CH2:18][C:19]2[CH:24]=[CH:23][CH:22]=[CH:21][CH:20]=2)=[O:15])=[N:10][CH:9]=1)([CH3:6])[C:3]([OH:5])=[O:4].BrCCC1C=CC2[O:42][CH2:41][CH2:40]C=2C=1.C(OC(=O)C(SC1SC(N)=NC=1)(C)C)C, predict the reaction product. The product is: [O:42]1[C:21]2[CH:20]=[C:19]([CH2:18][CH2:17][N:16]([C@H:25]3[CH2:26][CH2:27][C@H:28]([CH3:31])[CH2:29][CH2:30]3)[C:14](=[O:15])[NH:13][C:11]3[S:12][C:8]([S:7][C:2]([CH3:1])([CH3:6])[C:3]([OH:5])=[O:4])=[CH:9][N:10]=3)[CH:24]=[CH:23][C:22]=2[CH2:40][CH2:41]1. (6) Given the reactants CO[C:3]([C:5]1[C:6]([OH:29])=[C:7]2[C:12](=[CH:13][N:14]=1)[N:11]([CH2:15][C:16]1[CH:21]=[CH:20][CH:19]=[CH:18][CH:17]=1)[C:10](=[O:22])[C:9]([C:23]1[CH:28]=[CH:27][CH:26]=[CH:25][CH:24]=1)=[CH:8]2)=[O:4].[C:30]([O:34][C:35](=[O:40])[NH:36][CH2:37][CH2:38][NH2:39])([CH3:33])([CH3:32])[CH3:31], predict the reaction product. The product is: [C:30]([O:34][C:35](=[O:40])[NH:36][CH2:37][CH2:38][NH:39][C:3]([C:5]1[C:6]([OH:29])=[C:7]2[C:12](=[CH:13][N:14]=1)[N:11]([CH2:15][C:16]1[CH:17]=[CH:18][CH:19]=[CH:20][CH:21]=1)[C:10](=[O:22])[C:9]([C:23]1[CH:28]=[CH:27][CH:26]=[CH:25][CH:24]=1)=[CH:8]2)=[O:4])([CH3:33])([CH3:31])[CH3:32].